Dataset: Forward reaction prediction with 1.9M reactions from USPTO patents (1976-2016). Task: Predict the product of the given reaction. (1) Given the reactants [C:1]([O:5][C:6]([N:8]1[CH2:13][CH2:12][N:11]([C:14]2[S:15][C:16]([C:32]([OH:34])=O)=[C:17]([C:19]3[CH:24]=[CH:23][C:22]([O:25][C:26]4[CH:31]=[CH:30][CH:29]=[CH:28][CH:27]=4)=[CH:21][CH:20]=3)[N:18]=2)[CH2:10][CH2:9]1)=[O:7])([CH3:4])([CH3:3])[CH3:2].C[N:36](C(ON1N=NC2C=CC=NC1=2)=[N+](C)C)C.F[P-](F)(F)(F)(F)F, predict the reaction product. The product is: [C:32]([C:16]1[S:15][C:14]([N:11]2[CH2:10][CH2:9][N:8]([C:6]([O:5][C:1]([CH3:2])([CH3:4])[CH3:3])=[O:7])[CH2:13][CH2:12]2)=[N:18][C:17]=1[C:19]1[CH:24]=[CH:23][C:22]([O:25][C:26]2[CH:27]=[CH:28][CH:29]=[CH:30][CH:31]=2)=[CH:21][CH:20]=1)(=[O:34])[NH2:36]. (2) Given the reactants Cl.[Br:2][C:3]1[CH:23]=[CH:22][C:6]([CH2:7][CH:8]2[C:17]3[C:12](=[CH:13][C:14]([O:20][CH3:21])=[C:15]([O:18][CH3:19])[CH:16]=3)[CH2:11][CH2:10][NH:9]2)=[CH:5][CH:4]=1.[C:24]([O:28][C:29](O[C:29]([O:28][C:24]([CH3:27])([CH3:26])[CH3:25])=[O:30])=[O:30])([CH3:27])([CH3:26])[CH3:25].C(N(CC)CC)C, predict the reaction product. The product is: [C:24]([O:28][C:29]([N:9]1[CH2:10][CH2:11][C:12]2[C:17](=[CH:16][C:15]([O:18][CH3:19])=[C:14]([O:20][CH3:21])[CH:13]=2)[CH:8]1[CH2:7][C:6]1[CH:5]=[CH:4][C:3]([Br:2])=[CH:23][CH:22]=1)=[O:30])([CH3:27])([CH3:26])[CH3:25]. (3) Given the reactants [CH3:1][C:2]([C:4]1[CH:9]=[CH:8][C:7]2[O:10][CH2:11][O:12][C:6]=2[CH:5]=1)=O.C(OC(=O)[N:19]([CH2:34][CH2:35][NH2:36])[CH:20]([C:22]1[CH:27]=[C:26]([CH3:28])[N:25]=[C:24]([N:29]2[CH:33]=[CH:32][N:31]=[CH:30]2)[N:23]=1)[CH3:21])(C)(C)C.O, predict the reaction product. The product is: [O:10]1[C:7]2[CH:8]=[CH:9][C:4]([CH:2]([NH:36][CH2:35][CH2:34][NH:19][CH:20]([C:22]3[CH:27]=[C:26]([CH3:28])[N:25]=[C:24]([N:29]4[CH:33]=[CH:32][N:31]=[CH:30]4)[N:23]=3)[CH3:21])[CH3:1])=[CH:5][C:6]=2[O:12][CH2:11]1. (4) Given the reactants C1(P(C2C=CC=CC=2)C2C=CC=CC=2)C=CC=CC=1.[CH3:20][S:21]([C:24]1[CH:29]=[CH:28][C:27](B(O)O)=[CH:26][CH:25]=1)(=[O:23])=[O:22].Br[C:34]1[CH:39]=[CH:38][C:37]([C:40]2[O:41][C:42]([CH3:54])=[C:43]([CH2:45][CH2:46][N:47]3[CH2:51][CH2:50][C@@H:49]([CH2:52][F:53])[CH2:48]3)[N:44]=2)=[CH:36][CH:35]=1.C(=O)([O-])[O-].[K+].[K+], predict the reaction product. The product is: [F:53][CH2:52][C@@H:49]1[CH2:50][CH2:51][N:47]([CH2:46][CH2:45][C:43]2[N:44]=[C:40]([C:37]3[CH:38]=[CH:39][C:34]([C:27]4[CH:28]=[CH:29][C:24]([S:21]([CH3:20])(=[O:23])=[O:22])=[CH:25][CH:26]=4)=[CH:35][CH:36]=3)[O:41][C:42]=2[CH3:54])[CH2:48]1. (5) Given the reactants [NH:1]1[CH:5]=[C:4]([C:6]23[CH2:17][CH2:16][CH:15](O)[CH:7]2[C:8]2[CH:9]=[CH:10][CH:11]=[CH:12][C:13]=2[CH2:14]3)[N:3]=[CH:2]1.Cl.[H][H], predict the reaction product. The product is: [CH2:17]1[C:6]2([C:4]3[N:3]=[CH:2][NH:1][CH:5]=3)[CH2:14][C:13]3[CH:12]=[CH:11][CH:10]=[CH:9][C:8]=3[CH:7]2[CH2:15][CH2:16]1. (6) Given the reactants [CH3:1][N:2]([CH2:4][C@@H:5]1[CH2:14][C:13]2[C:8](=[CH:9][CH:10]=[CH:11][CH:12]=2)[CH2:7][N:6]1C(OC(C)(C)C)=O)[CH3:3].C(O)(C(F)(F)F)=O.C(Cl)[Cl:30], predict the reaction product. The product is: [ClH:30].[CH3:1][N:2]([CH3:3])[CH2:4][C@@H:5]1[CH2:14][C:13]2[C:8](=[CH:9][CH:10]=[CH:11][CH:12]=2)[CH2:7][NH:6]1. (7) Given the reactants [NH2:1][C:2]1[C:3]([C:9]([C:11]2[CH:16]=[CH:15][CH:14]=[CH:13][C:12]=2[Cl:17])=[O:10])=[N:4][CH:5]=[C:6]([Cl:8])[CH:7]=1.[Cl:18][C:19]1[CH:20]=[C:21]([S:26](Cl)(=[O:28])=[O:27])[CH:22]=[CH:23][C:24]=1[Cl:25], predict the reaction product. The product is: [Cl:18][C:19]1[CH:20]=[C:21]([S:26]([NH:1][C:2]2[C:3]([C:9](=[O:10])[C:11]3[CH:16]=[CH:15][CH:14]=[CH:13][C:12]=3[Cl:17])=[N:4][CH:5]=[C:6]([Cl:8])[CH:7]=2)(=[O:27])=[O:28])[CH:22]=[CH:23][C:24]=1[Cl:25].